This data is from Catalyst prediction with 721,799 reactions and 888 catalyst types from USPTO. The task is: Predict which catalyst facilitates the given reaction. (1) Reactant: [O:1]([CH2:19][C:20]([CH:23]1[CH2:32][CH:31]([O:33][CH2:34][CH3:35])[C:30]2[C:25](=[CH:26][CH:27]=[C:28]([N+:36]([O-:38])=[O:37])[CH:29]=2)[NH:24]1)([CH3:22])[CH3:21])[Si](C(C)(C)C)(C1C=CC=CC=1)C1C=CC=CC=1.[F-].C([N+](CCCC)(CCCC)CCCC)CCC. Product: [CH2:34]([O:33][CH:31]1[C:30]2[C:25](=[CH:26][CH:27]=[C:28]([N+:36]([O-:38])=[O:37])[CH:29]=2)[NH:24][CH:23]([C:20]([CH3:21])([CH3:22])[CH2:19][OH:1])[CH2:32]1)[CH3:35]. The catalyst class is: 7. (2) Reactant: C([NH:4][C:5]1[N:9]([CH2:10][C:11]([O:13]CC)=[O:12])[N:8]=[C:7]([C:16]2[CH:21]=[CH:20][C:19]([F:22])=[CH:18][CH:17]=2)[C:6]=1[C:23]#[C:24][C:25]1[CH:30]=[CH:29][CH:28]=[CH:27][CH:26]=1)(=O)C. Product: [NH2:4][C:5]1[N:9]([CH2:10][C:11]([OH:13])=[O:12])[N:8]=[C:7]([C:16]2[CH:21]=[CH:20][C:19]([F:22])=[CH:18][CH:17]=2)[C:6]=1[C:23]#[C:24][C:25]1[CH:30]=[CH:29][CH:28]=[CH:27][CH:26]=1. The catalyst class is: 494. (3) Reactant: [CH3:1][O:2][C:3]1[CH:8]=[CH:7][CH:6]=[C:5]([O:9][CH2:10][C:11]2[CH:16]=[CH:15][C:14]([O:17][CH3:18])=[CH:13][CH:12]=2)[C:4]=1[C:19](=O)/[CH:20]=[C:21](\[NH:24][C:25]1[N:26]=[CH:27][C:28]([C:31]#[N:32])=[N:29][CH:30]=1)/SC.O.[NH2:35][NH2:36].C(O)(=O)C. Product: [CH3:1][O:2][C:3]1[CH:8]=[CH:7][CH:6]=[C:5]([O:9][CH2:10][C:11]2[CH:16]=[CH:15][C:14]([O:17][CH3:18])=[CH:13][CH:12]=2)[C:4]=1[C:19]1[NH:36][N:35]=[C:21]([NH:24][C:25]2[N:26]=[CH:27][C:28]([C:31]#[N:32])=[N:29][CH:30]=2)[CH:20]=1. The catalyst class is: 8. (4) Reactant: [Cl:1][C:2]1[CH:3]=[C:4]([CH:8]=[CH:9][CH:10]=1)[C:5](Cl)=[O:6].C(N(CC)CC)C.[NH2:18][CH2:19][C:20]1[CH:36]=[CH:35][C:23]([C:24]([N:26]([C:28]2[CH:33]=[CH:32][C:31]([Cl:34])=[CH:30][CH:29]=2)[CH3:27])=[O:25])=[CH:22][C:21]=1[CH3:37]. Product: [Cl:1][C:2]1[CH:3]=[C:4]([CH:8]=[CH:9][CH:10]=1)[C:5]([NH:18][CH2:19][C:20]1[CH:36]=[CH:35][C:23]([C:24]([N:26]([C:28]2[CH:33]=[CH:32][C:31]([Cl:34])=[CH:30][CH:29]=2)[CH3:27])=[O:25])=[CH:22][C:21]=1[CH3:37])=[O:6]. The catalyst class is: 4.